Dataset: Reaction yield outcomes from USPTO patents with 853,638 reactions. Task: Predict the reaction yield, written as a fraction of the theoretical maximum amount of product (1.0 means a 100% yield; for example, 0.34 means a 34% yield). (1) The reactants are [Cl:1][C:2]1[CH:11]=[C:10]2[C:5]([C:6]([N:12]3[CH2:17][CH2:16][N:15]([C:18](=[O:25])/[CH:19]=[CH:20]/[CH2:21][N:22]([CH3:24])[CH3:23])[CH:14]([C:26]([NH2:28])=O)[CH2:13]3)=[N:7][CH:8]=[N:9]2)=[CH:4][C:3]=1[C:29]1[CH:34]=[CH:33][C:32]([Cl:35])=[CH:31][CH:30]=1.CCN(CC)CC.C(OC(C(F)(F)F)=O)(C(F)(F)F)=O. The catalyst is C(Cl)Cl. The product is [Cl:1][C:2]1[CH:11]=[C:10]2[C:5]([C:6]([N:12]3[CH2:17][CH2:16][N:15]([C:18](=[O:25])/[CH:19]=[CH:20]/[CH2:21][N:22]([CH3:24])[CH3:23])[CH:14]([C:26]#[N:28])[CH2:13]3)=[N:7][CH:8]=[N:9]2)=[CH:4][C:3]=1[C:29]1[CH:30]=[CH:31][C:32]([Cl:35])=[CH:33][CH:34]=1. The yield is 0.290. (2) The reactants are [F:1][C:2]1[CH:7]=[CH:6][C:5]([CH2:8][C:9]([OH:11])=O)=[CH:4][CH:3]=1.ON1C2C=CC=CC=2N=N1.C1(N=C=NC2CCCCC2)CCCCC1.Cl.[NH2:38][CH:39]([C:45]([O:47][CH2:48][CH3:49])=[O:46])[C:40]([O:42][CH2:43][CH3:44])=[O:41].N1C=CC=CC=1. The catalyst is ClCCl.CN(C=O)C. The product is [F:1][C:2]1[CH:3]=[CH:4][C:5]([CH2:8][C:9]([NH:38][CH:39]([C:40]([O:42][CH2:43][CH3:44])=[O:41])[C:45]([O:47][CH2:48][CH3:49])=[O:46])=[O:11])=[CH:6][CH:7]=1. The yield is 0.930. (3) The reactants are [CH3:1][O:2][C:3]1[CH:4]=[C:5]2[O:9][C:8]([C:10]3[N:11]=[C:12]4[N:16]([CH:17]=3)[N:15]=[C:14]([O:18][CH3:19])[S:13]4)=[CH:7][C:6]2=[C:20]([OH:22])[CH:21]=1.Br[CH2:24][C:25]1[S:26][CH:27]=[C:28]([C:30]2[CH:35]=[CH:34][CH:33]=[CH:32][CH:31]=2)[N:29]=1.C(=O)([O-])[O-].[K+].[K+]. The catalyst is CN(C)C=O. The product is [CH3:19][O:18][C:14]1[S:13][C:12]2=[N:11][C:10]([C:8]3[O:9][C:5]4[CH:4]=[C:3]([O:2][CH3:1])[CH:21]=[C:20]([O:22][CH2:24][C:25]5[S:26][CH:27]=[C:28]([C:30]6[CH:31]=[CH:32][CH:33]=[CH:34][CH:35]=6)[N:29]=5)[C:6]=4[CH:7]=3)=[CH:17][N:16]2[N:15]=1. The yield is 0.940.